This data is from Forward reaction prediction with 1.9M reactions from USPTO patents (1976-2016). The task is: Predict the product of the given reaction. (1) Given the reactants C([Mg]Br)C.Br[CH2:6][C:7]1([CH2:10][C:11]#[N:12])[CH2:9][CH2:8]1.[Br:13][C:14]1[CH:15]=[CH:16][CH:17]=[C:18]2[C:22]=1[NH:21][C:20]([CH3:23])=[CH:19]2, predict the reaction product. The product is: [Br:13][C:14]1[CH:15]=[CH:16][CH:17]=[C:18]2[C:22]=1[NH:21][C:20]([CH3:23])=[C:19]2[CH2:6][C:7]1([CH2:10][C:11]#[N:12])[CH2:9][CH2:8]1. (2) Given the reactants Br.[Cl:2][C:3]1[CH:4]=[C:5]([NH:24][S:25]([C:28]([F:31])([F:30])[F:29])(=[O:27])=[O:26])[CH:6]=[CH:7][C:8]=1[C:9]1[N:10]=[C:11]([C:14]2[CH:19]=[CH:18][N:17]=[C:16]([CH2:20][CH:21]([CH3:23])[CH3:22])[CH:15]=2)[S:12][CH:13]=1.C(=O)(O)[O-].[Na+], predict the reaction product. The product is: [Cl:2][C:3]1[CH:4]=[C:5]([NH:24][S:25]([C:28]([F:31])([F:29])[F:30])(=[O:27])=[O:26])[CH:6]=[CH:7][C:8]=1[C:9]1[N:10]=[C:11]([C:14]2[CH:19]=[CH:18][N:17]=[C:16]([CH2:20][CH:21]([CH3:23])[CH3:22])[CH:15]=2)[S:12][CH:13]=1. (3) Given the reactants [F:1][C:2]1[CH:9]=[CH:8][CH:7]=[CH:6][C:3]=1[CH:4]=O.[C:10]([CH2:15][CH:16]=P(C1C=CC=CC=1)(C1C=CC=CC=1)C1C=CC=CC=1)([O:12][CH2:13][CH3:14])=[O:11], predict the reaction product. The product is: [F:1][C:2]1[CH:9]=[CH:8][CH:7]=[CH:6][C:3]=1/[CH:4]=[C:15](\[CH3:16])/[C:10]([O:12][CH2:13][CH3:14])=[O:11]. (4) Given the reactants [Li]CCCC.CN(C)C1C=CC=CC=1.[C:15]1(=O)[C:23]2[C:18](=[CH:19][CH:20]=[CH:21][CH:22]=2)[CH2:17][CH2:16]1.Cl.N, predict the reaction product. The product is: [CH2:15]1[C:23]2[C:18](=[CH:19][CH:20]=[CH:21][CH:22]=2)[CH:17]=[CH:16]1. (5) Given the reactants C(OC1N=NC(C#CC2C=CC=CC=2)=CC=1OCC1C=CC=CC=1)C1C=CC=CC=1.[CH2:31]([O:38][C:39]1[N:40]=[N:41][C:42](Cl)=[CH:43][C:44]=1[O:45][CH2:46][C:47]1[CH:52]=[CH:51][CH:50]=[CH:49][CH:48]=1)[C:32]1[CH:37]=[CH:36][CH:35]=[CH:34][CH:33]=1.[C:54]([C:56]1[CH:61]=[C:60]([F:62])[CH:59]=[C:58]([F:63])[CH:57]=1)#[CH:55], predict the reaction product. The product is: [CH2:31]([O:38][C:39]1[N:40]=[N:41][C:42]([C:55]#[C:54][C:56]2[CH:61]=[C:60]([F:62])[CH:59]=[C:58]([F:63])[CH:57]=2)=[CH:43][C:44]=1[O:45][CH2:46][C:47]1[CH:52]=[CH:51][CH:50]=[CH:49][CH:48]=1)[C:32]1[CH:37]=[CH:36][CH:35]=[CH:34][CH:33]=1. (6) Given the reactants [F:1][C:2]1[CH:7]=[CH:6][C:5]([NH:8][CH2:9][CH2:10][OH:11])=[CH:4][CH:3]=1.Br[CH2:13][CH2:14][CH2:15][C:16]([O:18][CH3:19])=[O:17].C(=O)([O-])[O-].[K+].[K+], predict the reaction product. The product is: [F:1][C:2]1[CH:3]=[CH:4][C:5]([N:8]([CH2:9][CH2:10][OH:11])[CH2:13][CH2:14][CH2:15][C:16]([O:18][CH3:19])=[O:17])=[CH:6][CH:7]=1.